Dataset: hERG potassium channel inhibition data for cardiac toxicity prediction from Karim et al.. Task: Regression/Classification. Given a drug SMILES string, predict its toxicity properties. Task type varies by dataset: regression for continuous values (e.g., LD50, hERG inhibition percentage) or binary classification for toxic/non-toxic outcomes (e.g., AMES mutagenicity, cardiotoxicity, hepatotoxicity). Dataset: herg_karim. (1) The compound is O=C(NC1CCN(Cc2ccc3ccc(=O)oc3c2)CC1)c1cc(=O)c2ccc(F)cc2o1. The result is 0 (non-blocker). (2) The drug is O=C(NCCCN1CCOCC1)Nc1ccc(S(=O)(=O)Nc2ccccc2C(=O)c2ccccc2)cc1. The result is 1 (blocker). (3) The drug is O=C(NOCCO)c1ccc2cncn2c1Nc1ccc(I)cc1F. The result is 1 (blocker). (4) The drug is O=c1ccc2ncc(F)c3c2n1CC3(O)CC12CCC(N/C=C/c3cc(F)ccc3F)(CC1)CO2. The result is 1 (blocker). (5) The drug is CN(C)Cc1ccc2c(c1)CC[C@H](N(C)C(=O)c1ccc(-c3ccc(F)cc3)cn1)C2. The result is 1 (blocker).